This data is from Forward reaction prediction with 1.9M reactions from USPTO patents (1976-2016). The task is: Predict the product of the given reaction. (1) Given the reactants [C:1]([O:5][C:6]([C:8]1[CH:13]=[CH:12][C:11]([CH:14](C(OC)=O)[C:15]([O:17]C)=[O:16])=[CH:10][CH:9]=1)=[O:7])([CH3:4])([CH3:3])[CH3:2].[OH-].[Na+], predict the reaction product. The product is: [C:1]([O:5][C:6]([C:8]1[CH:9]=[CH:10][C:11]([CH2:14][C:15]([OH:17])=[O:16])=[CH:12][CH:13]=1)=[O:7])([CH3:4])([CH3:2])[CH3:3]. (2) The product is: [NH2:1][C:2]1[C:11]([CH3:12])=[CH:10][C:9]([O:29][C:30]([F:33])([F:32])[F:31])=[CH:8][C:3]=1[C:4]([O:6][CH3:7])=[O:5]. Given the reactants [NH2:1][C:2]1[C:11]([CH3:12])=[CH:10][C:9](C(F)(F)F)=[CH:8][C:3]=1[C:4]([O:6][CH3:7])=[O:5].NC1C(I)=CC([O:29][C:30]([F:33])([F:32])[F:31])=CC=1C(OC)=O, predict the reaction product. (3) Given the reactants [NH2:1][C:2]([C:4]1[CH:19]=[CH:18][C:7]([C:8]([O:10]CC2C=CC=CC=2)=[O:9])=[CH:6][C:5]=1[NH:20][CH:21]1[CH2:26][CH2:25][CH2:24][CH2:23][CH2:22]1)=[O:3].[H][H], predict the reaction product. The product is: [NH2:1][C:2]([C:4]1[CH:19]=[CH:18][C:7]([C:8]([OH:10])=[O:9])=[CH:6][C:5]=1[NH:20][CH:21]1[CH2:26][CH2:25][CH2:24][CH2:23][CH2:22]1)=[O:3]. (4) Given the reactants Br[CH2:2][CH2:3][CH2:4][N:5]1[C:9]2[CH:10]=[CH:11][CH:12]=[CH:13][C:8]=2[N:7]([C:14]2[CH:19]=[CH:18][C:17]([F:20])=[C:16]([F:21])[C:15]=2[F:22])[S:6]1(=[O:24])=[O:23].CO.[CH2:27]([NH2:29])[CH3:28], predict the reaction product. The product is: [O:23]=[S:6]1(=[O:24])[N:5]([CH2:4][CH2:3][CH2:2][NH:29][CH2:27][CH3:28])[C:9]2[CH:10]=[CH:11][CH:12]=[CH:13][C:8]=2[N:7]1[C:14]1[CH:19]=[CH:18][C:17]([F:20])=[C:16]([F:21])[C:15]=1[F:22]. (5) Given the reactants [CH3:1][N:2]([CH3:18])[CH:3]1[CH2:7][CH2:6][N:5]([C:8]2[CH:17]=[CH:16][C:11]([C:12]([NH:14][NH2:15])=[O:13])=[CH:10][CH:9]=2)[CH2:4]1.[O:19]([CH2:26][CH2:27][S:28][CH2:29][C:30](O)=O)[C:20]1[CH:25]=[CH:24][CH:23]=[CH:22][CH:21]=1, predict the reaction product. The product is: [CH3:1][N:2]([CH3:18])[CH:3]1[CH2:7][CH2:6][N:5]([C:8]2[CH:17]=[CH:16][C:11]([C:12]3[O:13][C:30]([CH2:29][S:28][CH2:27][CH2:26][O:19][C:20]4[CH:25]=[CH:24][CH:23]=[CH:22][CH:21]=4)=[N:15][N:14]=3)=[CH:10][CH:9]=2)[CH2:4]1. (6) The product is: [CH:25]([C:3]1[C:4]([N:8]([CH2:16][C:17]2[CH:22]=[CH:21][C:20]([O:23][CH3:24])=[CH:19][CH:18]=2)[CH2:9][CH2:10][CH2:11][C:12]([O:14][CH3:15])=[O:13])=[N:5][CH:6]=[N:7][C:2]=1[NH:31][C:30]1[CH:32]=[CH:33][C:34]([O:35][C:36]2[CH:37]=[N:38][C:39]([CH3:42])=[CH:40][CH:41]=2)=[C:28]([CH3:27])[CH:29]=1)=[O:26]. Given the reactants Cl[C:2]1[N:7]=[CH:6][N:5]=[C:4]([N:8]([CH2:16][C:17]2[CH:22]=[CH:21][C:20]([O:23][CH3:24])=[CH:19][CH:18]=2)[CH2:9][CH2:10][CH2:11][C:12]([O:14][CH3:15])=[O:13])[C:3]=1[CH:25]=[O:26].[CH3:27][C:28]1[CH:29]=[C:30]([CH:32]=[CH:33][C:34]=1[O:35][C:36]1[CH:37]=[N:38][C:39]([CH3:42])=[CH:40][CH:41]=1)[NH2:31].C(=O)([O-])[O-].[K+].[K+].O, predict the reaction product.